Dataset: Full USPTO retrosynthesis dataset with 1.9M reactions from patents (1976-2016). Task: Predict the reactants needed to synthesize the given product. (1) Given the product [CH3:23][O:3][CH2:4][C:5]([CH3:22])([CH3:21])[CH2:6][C@H:7]1[CH2:11][O:10][C:9]([CH3:13])([CH3:12])[N:8]1[C:14]([O:16][C:17]([CH3:20])([CH3:19])[CH3:18])=[O:15], predict the reactants needed to synthesize it. The reactants are: [H-].[Na+].[OH:3][CH2:4][C:5]([CH3:22])([CH3:21])[CH2:6][C@H:7]1[CH2:11][O:10][C:9]([CH3:13])([CH3:12])[N:8]1[C:14]([O:16][C:17]([CH3:20])([CH3:19])[CH3:18])=[O:15].[CH3:23]I. (2) Given the product [NH2:1][C:2]1[CH:3]=[CH:4][C:5]2[N:9]=[CH:8][N:7]([CH:10]([C:17]3[CH:18]=[CH:19][CH:20]=[CH:21][CH:22]=3)[CH2:11][C:12]([OH:14])=[O:13])[C:6]=2[CH:23]=1, predict the reactants needed to synthesize it. The reactants are: [NH2:1][C:2]1[CH:3]=[CH:4][C:5]2[N:9]=[CH:8][N:7]([CH:10]([C:17]3[CH:22]=[CH:21][CH:20]=[CH:19][CH:18]=3)[CH2:11][C:12]([O:14]CC)=[O:13])[C:6]=2[CH:23]=1. (3) Given the product [N:12]1([CH2:13][CH2:14][C:15]([O:17][CH2:18][CH3:19])=[O:16])[C:11]2[C:10]3[CH:9]=[CH:8][CH:7]=[CH:6][C:5]=3[N:4]=[CH:3][C:2]=2[N:1]=[CH:20]1, predict the reactants needed to synthesize it. The reactants are: [NH2:1][C:2]1[CH:3]=[N:4][C:5]2[C:10]([C:11]=1[NH:12][CH2:13][CH2:14][C:15]([O:17][CH2:18][CH3:19])=[O:16])=[CH:9][CH:8]=[CH:7][CH:6]=2.[CH:20](OCC)(OCC)OCC. (4) Given the product [Br:1][C:2]1[CH:3]=[C:4]([S:8][CH:16]2[CH2:15][CH2:14][N:13]([C:18]([O:20][C:21]([CH3:23])([CH3:22])[CH3:24])=[O:19])[CH2:12][CH:11]2[OH:17])[CH:5]=[CH:6][CH:7]=1, predict the reactants needed to synthesize it. The reactants are: [Br:1][C:2]1[CH:3]=[C:4]([SH:8])[CH:5]=[CH:6][CH:7]=1.[OH-].[Na+].[CH:11]12[O:17][CH:16]1[CH2:15][CH2:14][N:13]([C:18]([O:20][C:21]([CH3:24])([CH3:23])[CH3:22])=[O:19])[CH2:12]2. (5) Given the product [CH3:1][N:2]([CH3:27])[CH2:3][C:4]([NH:6][C:7]1[CH:8]=[CH:9][C:10]([C@@H:13]2[O:18][CH2:17][CH2:16][NH:15][CH2:14]2)=[CH:11][CH:12]=1)=[O:5], predict the reactants needed to synthesize it. The reactants are: [CH3:1][N:2]([CH3:27])[CH2:3][C:4]([NH:6][C:7]1[CH:12]=[CH:11][C:10]([C@@H:13]2[O:18][CH2:17][CH2:16][N:15]([C@@H](C3C=CC=CC=3)C)[CH2:14]2)=[CH:9][CH:8]=1)=[O:5].C([O-])=O.[NH4+].O1CCCC1.CO. (6) Given the product [F:30][C:17]1[CH:16]=[C:15]([C:14]([N:11]2[CH2:12][CH2:13][NH:8][CH2:9][CH2:10]2)=[O:31])[CH:20]=[CH:19][C:18]=1[N:21]1[C@H:25]([CH2:26][O:27][CH3:28])[CH2:24][O:23][C:22]1=[O:29], predict the reactants needed to synthesize it. The reactants are: C(OC([N:8]1[CH2:13][CH2:12][N:11]([C:14](=[O:31])[C:15]2[CH:20]=[CH:19][C:18]([N:21]3[C@H:25]([CH2:26][O:27][CH3:28])[CH2:24][O:23][C:22]3=[O:29])=[C:17]([F:30])[CH:16]=2)[CH2:10][CH2:9]1)=O)(C)(C)C.Cl.C(OCC)(=O)C.C(=O)([O-])O.[Na+]. (7) Given the product [C:1]([O:5][C:6]([N:8]1[CH2:17][CH2:16][C:15]2[N:11]([C:12]([Br:20])=[N:13][N:14]=2)[CH2:10][CH2:9]1)=[O:7])([CH3:4])([CH3:2])[CH3:3], predict the reactants needed to synthesize it. The reactants are: [C:1]([O:5][C:6]([N:8]1[CH2:17][CH2:16][C:15]2[N:11]([CH:12]=[N:13][N:14]=2)[CH2:10][CH2:9]1)=[O:7])([CH3:4])([CH3:3])[CH3:2].[OH-].[Na+].[Br:20]Br.Cl. (8) Given the product [C:25]([O:24][C:22](=[O:23])[N:12]([CH2:11][C:10]1[CH:19]=[CH:20][CH:21]=[C:8]([C:6]2[CH:5]=[CH:4][N:3]=[C:2]([Cl:1])[N:7]=2)[CH:9]=1)[CH:13]([CH3:18])[CH3:14])([CH3:28])([CH3:27])[CH3:26], predict the reactants needed to synthesize it. The reactants are: [Cl:1][C:2]1[N:7]=[C:6]([C:8]2[CH:9]=[C:10]([CH:19]=[CH:20][CH:21]=2)[CH2:11][NH:12][C:13]2[CH:14]=NC=C[CH:18]=2)[CH:5]=[CH:4][N:3]=1.[C:22](O[C:22]([O:24][C:25]([CH3:28])([CH3:27])[CH3:26])=[O:23])([O:24][C:25]([CH3:28])([CH3:27])[CH3:26])=[O:23].C(N(CC)C(C)C)(C)C. (9) Given the product [CH3:34][CH2:33][O:32][C:30]1[N:29]([CH2:35][C:36]2[CH:41]=[CH:40][C:39]([C:42]3[CH:47]=[CH:46][CH:45]=[CH:44][C:43]=3[C:48]3[N:49]=[N:50][NH:51][N:52]=3)=[CH:38][CH:37]=2)[C:28]2[C:23]([C:21]([O:20][CH:18]([O:17][C:15]([O:14][CH:8]3[CH2:9][CH2:10][CH2:11][CH2:12][CH2:13]3)=[O:16])[CH3:19])=[O:22])=[CH:24][CH:25]=[CH:26][C:27]=2[N:31]=1, predict the reactants needed to synthesize it. The reactants are: C1(C)C=CC=CC=1.[CH:8]1([O:14][C:15]([O:17][CH:18]([O:20][C:21]([C:23]2[C:28]3[N:29]([CH2:35][C:36]4[CH:41]=[CH:40][C:39]([C:42]5[CH:47]=[CH:46][CH:45]=[CH:44][C:43]=5[C:48]5[N:52](C(C6C=CC=CC=6)(C6C=CC=CC=6)C6C=CC=CC=6)[N:51]=[N:50][N:49]=5)=[CH:38][CH:37]=4)[C:30]([O:32][CH2:33][CH3:34])=[N:31][C:27]=3[CH:26]=[CH:25][CH:24]=2)=[O:22])[CH3:19])=[O:16])[CH2:13][CH2:12][CH2:11][CH2:10][CH2:9]1.[H][H]. (10) Given the product [CH:2]1([CH2:5][O:6][C:7]2[CH:12]=[C:11]([F:13])[C:10]([O:14][CH3:15])=[CH:9][C:8]=2[C:16]2[C:17]3[NH:24][C:23]([CH3:25])=[C:22]([C:26]([NH:28][CH:29]4[CH2:30][CH2:31][N:32]([C:35](=[O:38])[CH2:36][CH3:37])[CH2:33][CH2:34]4)=[O:27])[C:18]=3[N:19]=[CH:20][N:21]=2)[CH2:4][CH2:3]1, predict the reactants needed to synthesize it. The reactants are: Cl.[CH:2]1([CH2:5][O:6][C:7]2[CH:12]=[C:11]([F:13])[C:10]([O:14][CH3:15])=[CH:9][C:8]=2[C:16]2[C:17]3[NH:24][C:23]([CH3:25])=[C:22]([C:26]([NH:28][CH:29]4[CH2:34][CH2:33][NH:32][CH2:31][CH2:30]4)=[O:27])[C:18]=3[N:19]=[CH:20][N:21]=2)[CH2:4][CH2:3]1.[C:35](Cl)(=[O:38])[CH2:36][CH3:37].